Task: Predict which catalyst facilitates the given reaction.. Dataset: Catalyst prediction with 721,799 reactions and 888 catalyst types from USPTO (1) Reactant: [I:1][C:2]1[N:10]=[CH:9][N:8]=[C:7]2[C:3]=1[N:4]=[CH:5][NH:6]2.[OH2:11].[C:12]1(C)C=[CH:16][C:15](S(O)(=O)=O)=[CH:14][CH:13]=1. Product: [I:1][C:2]1[N:10]=[CH:9][N:8]=[C:7]2[C:3]=1[N:4]=[CH:5][N:6]2[CH:16]1[CH2:15][CH2:14][CH2:13][CH2:12][O:11]1. The catalyst class is: 25. (2) Reactant: [H-].[Na+].[Si:3]([O:20][CH2:21][CH2:22][O:23][CH2:24][C@H:25]([OH:36])[C:26]([NH:28][C:29]1[CH:34]=[CH:33][C:32]([CH3:35])=[CH:31][N:30]=1)=[O:27])([C:16]([CH3:19])([CH3:18])[CH3:17])([C:10]1[CH:15]=[CH:14][CH:13]=[CH:12][CH:11]=1)[C:4]1[CH:9]=[CH:8][CH:7]=[CH:6][CH:5]=1.[CH2:37]([N:44]1[C:48]2=[N:49][CH:50]=[N:51][C:52](Cl)=[C:47]2[CH:46]=[N:45]1)[C:38]1[CH:43]=[CH:42][CH:41]=[CH:40][CH:39]=1.C(O)(=O)CC(CC(O)=O)(C(O)=O)O. Product: [CH2:37]([N:44]1[C:48]2=[N:49][CH:50]=[N:51][C:52]([O:36][C@@H:25]([CH2:24][O:23][CH2:22][CH2:21][O:20][Si:3]([C:16]([CH3:19])([CH3:18])[CH3:17])([C:10]3[CH:11]=[CH:12][CH:13]=[CH:14][CH:15]=3)[C:4]3[CH:5]=[CH:6][CH:7]=[CH:8][CH:9]=3)[C:26]([NH:28][C:29]3[CH:34]=[CH:33][C:32]([CH3:35])=[CH:31][N:30]=3)=[O:27])=[C:47]2[CH:46]=[N:45]1)[C:38]1[CH:39]=[CH:40][CH:41]=[CH:42][CH:43]=1. The catalyst class is: 249. (3) Reactant: [C:1]([C:3]1[C:8](=[O:9])[N:7]([CH2:10][C:11]2[CH:16]=[CH:15][C:14]([CH3:17])=[CH:13][C:12]=2[CH3:18])[C:6]([C:19]2[CH:24]=[CH:23][C:22]([O:25][C:26]3[CH:27]=[C:28]4[C:32](=[CH:33][CH:34]=3)[NH:31][C:30]([C:35]([O:37]CC)=[O:36])=[CH:29]4)=[CH:21][CH:20]=2)=[CH:5][C:4]=1[C:40]([F:43])([F:42])[F:41])#[N:2].[Li+].[OH-]. Product: [C:1]([C:3]1[C:8](=[O:9])[N:7]([CH2:10][C:11]2[CH:16]=[CH:15][C:14]([CH3:17])=[CH:13][C:12]=2[CH3:18])[C:6]([C:19]2[CH:20]=[CH:21][C:22]([O:25][C:26]3[CH:27]=[C:28]4[C:32](=[CH:33][CH:34]=3)[NH:31][C:30]([C:35]([OH:37])=[O:36])=[CH:29]4)=[CH:23][CH:24]=2)=[CH:5][C:4]=1[C:40]([F:41])([F:42])[F:43])#[N:2]. The catalyst class is: 219. (4) Reactant: [O:1]1[C:5]2[CH:6]=[CH:7][C:8]([C:10]3[S:18][C:17]4[C:16](=[O:19])[N:15]([CH:20]5[CH2:25][CH2:24][N:23](C(OC(C)(C)C)=O)[CH2:22][CH2:21]5)[C:14](=[O:33])[N:13]([CH2:34][C:35]5[O:39][N:38]=[C:37]([CH2:40][CH3:41])[N:36]=5)[C:12]=4[CH:11]=3)=[CH:9][C:4]=2[O:3][CH2:2]1.[ClH:42]. Product: [ClH:42].[O:1]1[C:5]2[CH:6]=[CH:7][C:8]([C:10]3[S:18][C:17]4[C:16](=[O:19])[N:15]([CH:20]5[CH2:25][CH2:24][NH:23][CH2:22][CH2:21]5)[C:14](=[O:33])[N:13]([CH2:34][C:35]5[O:39][N:38]=[C:37]([CH2:40][CH3:41])[N:36]=5)[C:12]=4[CH:11]=3)=[CH:9][C:4]=2[O:3][CH2:2]1. The catalyst class is: 12. (5) Reactant: [CH:1](O)=[O:2].C(OC(=O)C)(=O)C.[NH:11]1[C:19]2[C:14](=[C:15]([N:20]3[CH2:25][CH2:24][N:23]([C:26](=[O:36])[C@H:27]([NH2:35])[CH2:28][C:29]4[CH:34]=[CH:33][CH:32]=[CH:31][N:30]=4)[CH2:22][CH2:21]3)[CH:16]=[CH:17][CH:18]=2)[CH:13]=[CH:12]1.N1(C2C=CC=C3C=2C=CN3)CCNCC1.C(OC(N[C@H](CC1C=CC=CN=1)C(O)=O)=O)(C)(C)C. Product: [NH:11]1[C:19]2[C:14](=[C:15]([N:20]3[CH2:25][CH2:24][N:23]([C:26](=[O:36])[C@H:27]([NH:35][CH:1]=[O:2])[CH2:28][C:29]4[CH:34]=[CH:33][CH:32]=[CH:31][N:30]=4)[CH2:22][CH2:21]3)[CH:16]=[CH:17][CH:18]=2)[CH:13]=[CH:12]1. The catalyst class is: 56. (6) Reactant: [Cl:1][C:2]1[CH:3]=[C:4]([C:9]2([C:22]([F:25])([F:24])[F:23])[O:13][N:12]=[C:11]([C:14]3[CH:15]=[C:16]([CH:19]=[CH:20][CH:21]=3)[C:17]#[N:18])[CH2:10]2)[CH:5]=[C:6]([Cl:8])[CH:7]=1.Cl.[NH2:27][OH:28].C(N(CC)CC)C. Product: [Cl:1][C:2]1[CH:3]=[C:4]([C:9]2([C:22]([F:23])([F:25])[F:24])[O:13][N:12]=[C:11]([C:14]3[CH:15]=[C:16]([CH:19]=[CH:20][CH:21]=3)[C:17]([NH:27][OH:28])=[NH:18])[CH2:10]2)[CH:5]=[C:6]([Cl:8])[CH:7]=1. The catalyst class is: 8.